Dataset: Catalyst prediction with 721,799 reactions and 888 catalyst types from USPTO. Task: Predict which catalyst facilitates the given reaction. (1) Reactant: [CH3:1][O:2]/[N:3]=[C:4](/[C:28]1[CH:33]=[CH:32][CH:31]=[CH:30][CH:29]=1)\[CH2:5][O:6][C:7]1[CH:27]=[CH:26][C:10]([CH2:11][O:12][C:13]2[CH:18]=[CH:17][C:16]([C:19](=[O:25])[CH2:20][C:21]([O:23][CH3:24])=[O:22])=[CH:15][CH:14]=2)=[CH:9][CH:8]=1.[BH4-].[Na+]. Product: [OH:25][CH:19]([C:16]1[CH:17]=[CH:18][C:13]([O:12][CH2:11][C:10]2[CH:26]=[CH:27][C:7]([O:6][CH2:5]/[C:4](=[N:3]\[O:2][CH3:1])/[C:28]3[CH:29]=[CH:30][CH:31]=[CH:32][CH:33]=3)=[CH:8][CH:9]=2)=[CH:14][CH:15]=1)[CH2:20][C:21]([O:23][CH3:24])=[O:22]. The catalyst class is: 5. (2) Reactant: [CH3:1][O:2][C:3]1[CH:4]=[C:5]2[C:10](=[CH:11][C:12]=1[O:13][CH3:14])[N:9]=[CH:8][CH:7]=[C:6]2[O:15][C:16]1[CH:22]=[CH:21][C:19]([NH2:20])=[C:18]([CH3:23])[C:17]=1[CH3:24].[C:25]1(C)C=CC=CC=1.C(N([CH2:37][CH3:38])CC)C.ClC(Cl)(O[C:43](=[O:49])[O:44][C:45](Cl)(Cl)Cl)Cl.COC1C=[C:55]([CH:58]=[C:59]([O:61][CH3:62])C=1)[CH2:56][OH:57]. Product: [CH3:1][O:2][C:3]1[CH:4]=[C:5]2[C:10](=[CH:11][C:12]=1[O:13][CH3:14])[N:9]=[CH:8][CH:7]=[C:6]2[O:15][C:16]1[CH:22]=[CH:21][C:19]([NH:20][C:43](=[O:49])[O:44][CH2:45][C:38]2[CH:37]=[C:59]([O:61][CH3:62])[CH:58]=[CH:55][C:56]=2[O:57][CH3:25])=[C:18]([CH3:23])[C:17]=1[CH3:24]. The catalyst class is: 2. (3) Reactant: C([O:4][CH2:5][C:6]1[CH:10]=[C:9]([C:11]([Cl:14])([Cl:13])[Cl:12])[N:8]([C:15]2[C:20]([Cl:21])=[CH:19][CH:18]=[CH:17][N:16]=2)[N:7]=1)(=O)C.[OH-].[Na+]. Product: [Cl:21][C:20]1[C:15]([N:8]2[C:9]([C:11]([Cl:12])([Cl:13])[Cl:14])=[CH:10][C:6]([CH2:5][OH:4])=[N:7]2)=[N:16][CH:17]=[CH:18][CH:19]=1. The catalyst class is: 40. (4) Reactant: Cl[C:2]1[CH:3]=[CH:4][C:5]2[CH2:6][N:7]([CH3:20])[CH:8]([CH3:19])[CH:9]([C:13]3[S:14][CH:15]=[C:16]([CH3:18])[N:17]=3)[O:10][C:11]=2[N:12]=1.[CH3:21][O:22][C:23]1[N:28]=[C:27]([NH2:29])[CH:26]=[CH:25][C:24]=1[N:30]1[CH:34]=[C:33]([CH3:35])[N:32]=[CH:31]1.C(=O)([O-])[O-].[Cs+].[Cs+].C1(P(C2CCCCC2)C2C=CC=CC=2C2C=CC=CC=2)CCCCC1. Product: [CH3:21][O:22][C:23]1[N:28]=[C:27]([NH:29][C:2]2[CH:3]=[CH:4][C:5]3[CH2:6][N:7]([CH3:20])[CH:8]([CH3:19])[CH:9]([C:13]4[S:14][CH:15]=[C:16]([CH3:18])[N:17]=4)[O:10][C:11]=3[N:12]=2)[CH:26]=[CH:25][C:24]=1[N:30]1[CH:34]=[C:33]([CH3:35])[N:32]=[CH:31]1. The catalyst class is: 848.